Dataset: NCI-60 drug combinations with 297,098 pairs across 59 cell lines. Task: Regression. Given two drug SMILES strings and cell line genomic features, predict the synergy score measuring deviation from expected non-interaction effect. (1) Drug 1: CCC1=C2CN3C(=CC4=C(C3=O)COC(=O)C4(CC)O)C2=NC5=C1C=C(C=C5)O. Drug 2: C1C(C(OC1N2C=NC3=C2NC=NCC3O)CO)O. Cell line: PC-3. Synergy scores: CSS=23.2, Synergy_ZIP=-9.88, Synergy_Bliss=-3.15, Synergy_Loewe=-39.1, Synergy_HSA=-2.42. (2) Drug 1: CCN(CC)CCNC(=O)C1=C(NC(=C1C)C=C2C3=C(C=CC(=C3)F)NC2=O)C. Drug 2: C(CCl)NC(=O)N(CCCl)N=O. Cell line: SN12C. Synergy scores: CSS=1.04, Synergy_ZIP=0.900, Synergy_Bliss=0.919, Synergy_Loewe=-7.55, Synergy_HSA=-7.34. (3) Cell line: HS 578T. Drug 2: CCCCC(=O)OCC(=O)C1(CC(C2=C(C1)C(=C3C(=C2O)C(=O)C4=C(C3=O)C=CC=C4OC)O)OC5CC(C(C(O5)C)O)NC(=O)C(F)(F)F)O. Synergy scores: CSS=4.94, Synergy_ZIP=3.14, Synergy_Bliss=6.18, Synergy_Loewe=2.17, Synergy_HSA=0.388. Drug 1: CC1=CC2C(CCC3(C2CCC3(C(=O)C)OC(=O)C)C)C4(C1=CC(=O)CC4)C.